Dataset: Forward reaction prediction with 1.9M reactions from USPTO patents (1976-2016). Task: Predict the product of the given reaction. (1) The product is: [F:1][C:2]1[C:7]([F:8])=[CH:6][CH:5]=[CH:4][C:3]=1[C:9]1[N:10]=[C:11]2[C:16]([NH2:17])=[N:15][N:14]([CH2:20][C:21]3[O:25][N:24]=[C:23]([C:26]4[CH:31]=[CH:30][C:29]([O:32][CH2:33][CH2:34][CH3:35])=[CH:28][CH:27]=4)[CH:22]=3)[CH:13]=[C:12]2[N:18]=1. Given the reactants [F:1][C:2]1[C:7]([F:8])=[CH:6][CH:5]=[CH:4][C:3]=1[C:9]1[N:10]=[C:11]2[C:16]([NH2:17])=[N:15][NH:14][CH:13]=[C:12]2[N:18]=1.Cl[CH2:20][C:21]1[O:25][N:24]=[C:23]([C:26]2[CH:31]=[CH:30][C:29]([O:32][CH2:33][CH2:34][CH3:35])=[CH:28][CH:27]=2)[CH:22]=1, predict the reaction product. (2) Given the reactants C([O:9][C@@H:10]1[C@@H:38]([O:39]C(=O)C2C=CC=CC=2)[C@H:37]([O:48]C(=O)C2C=CC=CC=2)[C@@H:36]([C@@H:57]([CH3:67])[O:58]C(=O)C2C=CC=CC=2)[O:35][C@H:11]1[O:12][C:13]1[CH:18]=[C:17]([CH2:19][O:20]C(=O)C)[CH:16]=[CH:15][C:14]=1[CH2:24][C:25]1[CH:30]=[CH:29][C:28]([O:31][CH2:32][CH2:33][CH3:34])=[CH:27][CH:26]=1)(=O)C1C=CC=CC=1.C(=O)([O-])[O-].[K+].[K+], predict the reaction product. The product is: [O:12]([C:13]1[CH:18]=[C:17]([CH2:19][OH:20])[CH:16]=[CH:15][C:14]=1[CH2:24][C:25]1[CH:26]=[CH:27][C:28]([O:31][CH2:32][CH2:33][CH3:34])=[CH:29][CH:30]=1)[C@@H:11]1[O:35][C@H:36]([C@@H:57]([CH3:67])[OH:58])[C@@H:37]([OH:48])[C@H:38]([OH:39])[C@H:10]1[OH:9].